From a dataset of Full USPTO retrosynthesis dataset with 1.9M reactions from patents (1976-2016). Predict the reactants needed to synthesize the given product. Given the product [CH:9]([N:8]([CH2:11][CH2:12][C:13]1[CH:18]=[CH:17][CH:16]=[CH:15][N:14]=1)[C:5]1[CH:6]=[CH:7][C:2]([NH:1][C:31]([C:27]2[CH2:28][CH2:29][CH2:30][C:26]=2[C:23]2[CH:22]=[CH:21][C:20]([CH3:19])=[CH:25][CH:24]=2)=[O:32])=[CH:3][CH:4]=1)=[O:10], predict the reactants needed to synthesize it. The reactants are: [NH2:1][C:2]1[CH:7]=[CH:6][C:5]([N:8]([CH2:11][CH2:12][C:13]2[CH:18]=[CH:17][CH:16]=[CH:15][N:14]=2)[CH:9]=[O:10])=[CH:4][CH:3]=1.[CH3:19][C:20]1[CH:25]=[CH:24][C:23]([C:26]2[CH2:30][CH2:29][CH2:28][C:27]=2[C:31](O)=[O:32])=[CH:22][CH:21]=1.F[P-](F)(F)(F)(F)F.N1(O[P+](N2CCCC2)(N2CCCC2)N2CCCC2)C2C=CC=CC=2N=N1.C(N(C(C)C)CC)(C)C.Cl.